Dataset: Drug-target binding data from BindingDB using IC50 measurements. Task: Regression. Given a target protein amino acid sequence and a drug SMILES string, predict the binding affinity score between them. We predict pIC50 (pIC50 = -log10(IC50 in M); higher means more potent). Dataset: bindingdb_ic50. The small molecule is FC(F)(F)c1ccccc1-c1ccc2[nH]ncc2c1. The target protein (Q8BLA8) has sequence MKRGLRRILLPEERKEVQGVVYRGVGEDMDCSKESFKVDIEGDMCRLEDFIKNRRKLSKYEDENLCPLHHAAAEGQVELMELIINGSSCEVLNIMDGYGNTPLHCAAEKNQVESVKFLLSQGANPNLRNRNMMSPLHIAVHGMYNEVIKVLTEHKATNINLEGENGNTALMSTCAKDNSEALQILLEKGAKLCKSNKWGDYPVHQAAFSGAKKCMELILAYGEKNGYSRETHINFVNHKKASPLHLAVQSGDLDMIKMCLDNGAHIDMMENAKCMALHFAATQGATDIVKLMISSYTGSSDIVNAVDGNQETLLHRASLFDHHDLAEYLISVGADINSTDSEGRSPLILATASASWNIVNLLLCKGAKVDIKDHLGRNFLHLTVQQPYGLRNLRPEFMQMQHIKELVMDEDNDGCTPLHYACRQGVPVSVNNLLGFNVSIHSKSKDKKSPLHFAASYGRINTCQRLLQDISDTRLLNEGDLHGMTPLHLAAKNGHDKVVQ.... The pIC50 is 6.6.